The task is: Predict the reactants needed to synthesize the given product.. This data is from Full USPTO retrosynthesis dataset with 1.9M reactions from patents (1976-2016). (1) Given the product [C:23]([O:22][C:20]([N:17]1[CH2:18][CH2:19][C:14]([CH2:13][S:12][C:9]2[CH:10]=[CH:11][C:6]([O:5][CH2:1][C:2]#[C:3][CH3:4])=[CH:7][CH:8]=2)([C:27]([OH:29])=[O:28])[CH2:15][CH2:16]1)=[O:21])([CH3:26])([CH3:25])[CH3:24], predict the reactants needed to synthesize it. The reactants are: [CH2:1]([O:5][C:6]1[CH:11]=[CH:10][C:9]([S:12][CH2:13][C:14]2([C:27]([O:29]CC)=[O:28])[CH2:19][CH2:18][N:17]([C:20]([O:22][C:23]([CH3:26])([CH3:25])[CH3:24])=[O:21])[CH2:16][CH2:15]2)=[CH:8][CH:7]=1)[C:2]#[C:3][CH3:4].[OH-].[Na+].C1COCC1. (2) The reactants are: [C:1]1([S:7]([N:10]2[C:14]3=[N:15][CH:16]=[C:17]([C:19]4[C:23]([C:24]5[CH:29]=[CH:28][N:27]=[C:26](S(C)(=O)=O)[N:25]=5)=[CH:22][N:21]([CH2:34][C:35]#[N:36])[N:20]=4)[CH:18]=[C:13]3[CH:12]=[CH:11]2)(=[O:9])=[O:8])[CH:6]=[CH:5][CH:4]=[CH:3][CH:2]=1.[NH2:37][CH2:38][C@@H:39]([OH:41])[CH3:40]. Given the product [C:1]1([S:7]([N:10]2[C:14]3=[N:15][CH:16]=[C:17]([C:19]4[C:23]([C:24]5[CH:29]=[CH:28][N:27]=[C:26]([NH:37][CH2:38][C@@H:39]([OH:41])[CH3:40])[N:25]=5)=[CH:22][N:21]([CH2:34][C:35]#[N:36])[N:20]=4)[CH:18]=[C:13]3[CH:12]=[CH:11]2)(=[O:8])=[O:9])[CH:2]=[CH:3][CH:4]=[CH:5][CH:6]=1, predict the reactants needed to synthesize it. (3) Given the product [Cl:1][C:2]1[C:7]([Cl:8])=[CH:6][CH:5]=[CH:4][C:3]=1[N:9]1[CH2:10][CH2:11][N:12]([CH2:15][CH2:16][CH2:17][CH2:18][O:19][C:20]2[CH:25]=[CH:24][C:23]([CH3:26])=[C:22]([CH:21]=2)[NH2:27])[CH2:13][CH2:14]1, predict the reactants needed to synthesize it. The reactants are: [Cl:1][C:2]1[C:7]([Cl:8])=[CH:6][CH:5]=[CH:4][C:3]=1[N:9]1[CH2:14][CH2:13][N:12]([CH2:15][CH2:16][CH2:17][CH2:18][O:19][C:20]2[CH:25]=[CH:24][C:23]([CH3:26])=[C:22]([N+:27]([O-])=O)[CH:21]=2)[CH2:11][CH2:10]1.[Cl-].[NH4+]. (4) Given the product [CH3:13][C:14]1[S:15][C:16]2[C:21]([N:22]=1)=[CH:20][CH:19]=[C:18]([C:23]1([C:25]3[CH:30]=[CH:29][CH:28]=[CH:27][CH:26]=3)[CH2:1][CH2:24]1)[N:17]=2, predict the reactants needed to synthesize it. The reactants are: [CH3:1]C([O-])(C)C.[K+].[I-].C[S+](C)(C)=O.[CH3:13][C:14]1[S:15][C:16]2[C:21]([N:22]=1)=[CH:20][CH:19]=[C:18]([C:23]([C:25]1[CH:30]=[CH:29][CH:28]=[CH:27][CH:26]=1)=[CH2:24])[N:17]=2.[NH4+].[Cl-].